From a dataset of Merck oncology drug combination screen with 23,052 pairs across 39 cell lines. Regression. Given two drug SMILES strings and cell line genomic features, predict the synergy score measuring deviation from expected non-interaction effect. (1) Cell line: SW837. Synergy scores: synergy=-7.73. Drug 2: CNC(=O)c1cc(Oc2ccc(NC(=O)Nc3ccc(Cl)c(C(F)(F)F)c3)cc2)ccn1. Drug 1: CCC1(O)C(=O)OCc2c1cc1n(c2=O)Cc2cc3c(CN(C)C)c(O)ccc3nc2-1. (2) Drug 1: CCC1(O)CC2CN(CCc3c([nH]c4ccccc34)C(C(=O)OC)(c3cc4c(cc3OC)N(C)C3C(O)(C(=O)OC)C(OC(C)=O)C5(CC)C=CCN6CCC43C65)C2)C1. Drug 2: O=C(CCCCCCC(=O)Nc1ccccc1)NO. Cell line: SW620. Synergy scores: synergy=20.0. (3) Drug 1: N#Cc1ccc(Cn2cncc2CN2CCN(c3cccc(Cl)c3)C(=O)C2)cc1. Drug 2: CS(=O)(=O)CCNCc1ccc(-c2ccc3ncnc(Nc4ccc(OCc5cccc(F)c5)c(Cl)c4)c3c2)o1. Cell line: DLD1. Synergy scores: synergy=11.4. (4) Drug 1: O=S1(=O)NC2(CN1CC(F)(F)F)C1CCC2Cc2cc(C=CCN3CCC(C(F)(F)F)CC3)ccc2C1. Drug 2: CC(=O)OC1C(=O)C2(C)C(O)CC3OCC3(OC(C)=O)C2C(OC(=O)c2ccccc2)C2(O)CC(OC(=O)C(O)C(NC(=O)c3ccccc3)c3ccccc3)C(C)=C1C2(C)C. Cell line: MDAMB436. Synergy scores: synergy=11.9. (5) Cell line: A375. Synergy scores: synergy=38.9. Drug 2: CCc1c2c(nc3ccc(O)cc13)-c1cc3c(c(=O)n1C2)COC(=O)C3(O)CC. Drug 1: NC(=O)c1cccc2cn(-c3ccc(C4CCCNC4)cc3)nc12. (6) Drug 1: CN1C(=O)C=CC2(C)C3CCC4(C)C(NC(=O)OCC(F)(F)F)CCC4C3CCC12. Drug 2: O=S1(=O)NC2(CN1CC(F)(F)F)C1CCC2Cc2cc(C=CCN3CCC(C(F)(F)F)CC3)ccc2C1. Cell line: ES2. Synergy scores: synergy=-2.01. (7) Drug 1: C=CCn1c(=O)c2cnc(Nc3ccc(N4CCN(C)CC4)cc3)nc2n1-c1cccc(C(C)(C)O)n1. Drug 2: CCc1c2c(nc3ccc(O)cc13)-c1cc3c(c(=O)n1C2)COC(=O)C3(O)CC. Cell line: OVCAR3. Synergy scores: synergy=66.7.